Dataset: Forward reaction prediction with 1.9M reactions from USPTO patents (1976-2016). Task: Predict the product of the given reaction. (1) Given the reactants Cl[C:2]1[N:7]=[C:6]([Cl:8])[N:5]=[C:4]([N:9]2[CH2:14][CH2:13][O:12][CH2:11][C@@H:10]2[CH3:15])[N:3]=1.[CH3:16][S:17]([C:20]1[CH:25]=[CH:24][CH:23]=[CH:22][C:21]=1B(O)O)(=[O:19])=[O:18].C(=O)([O-])[O-].[Na+].[Na+], predict the reaction product. The product is: [Cl:8][C:6]1[N:7]=[C:2]([C:21]2[CH:22]=[CH:23][CH:24]=[CH:25][C:20]=2[S:17]([CH3:16])(=[O:19])=[O:18])[N:3]=[C:4]([N:9]2[CH2:14][CH2:13][O:12][CH2:11][C@@H:10]2[CH3:15])[N:5]=1. (2) Given the reactants [Cl:1][C:2]1[N:7]=[CH:6][C:5]([OH:8])=[C:4]([CH3:9])[CH:3]=1.FC(F)(F)S(O[CH2:16][CH:17]([F:19])[F:18])(=O)=O, predict the reaction product. The product is: [Cl:1][C:2]1[CH:3]=[C:4]([CH3:9])[C:5]([O:8][CH2:16][CH:17]([F:19])[F:18])=[CH:6][N:7]=1. (3) Given the reactants [Cl:1][C:2]1[CH:7]=[C:6]([Cl:8])[CH:5]=[CH:4][C:3]=1[C:9]1[O:13][N:12]=[CH:11][C:10]=1[CH2:14][CH2:15][C:16]([OH:18])=[O:17].S(=O)(=O)(O)O.[CH3:24]O, predict the reaction product. The product is: [Cl:1][C:2]1[CH:7]=[C:6]([Cl:8])[CH:5]=[CH:4][C:3]=1[C:9]1[O:13][N:12]=[CH:11][C:10]=1[CH2:14][CH2:15][C:16]([O:18][CH3:24])=[O:17]. (4) Given the reactants [Cl:1][C:2]1[CH:3]=[N:4][CH:5]=[C:6]([Cl:20])[C:7]=1[S:8][C:9]1[S:13][C:12]([C:14]([OH:16])=O)=[CH:11][C:10]=1[N+:17]([O-:19])=[O:18].[Cl:21][C:22]1[CH:29]=[CH:28][CH:27]=[CH:26][C:23]=1[CH2:24][NH2:25], predict the reaction product. The product is: [Cl:21][C:22]1[CH:29]=[CH:28][CH:27]=[CH:26][C:23]=1[CH2:24][NH:25][C:14]([C:12]1[S:13][C:9]([S:8][C:7]2[C:6]([Cl:20])=[CH:5][N:4]=[CH:3][C:2]=2[Cl:1])=[C:10]([N+:17]([O-:19])=[O:18])[CH:11]=1)=[O:16]. (5) Given the reactants [CH3:1][O:2][C:3]1[N:8]=[CH:7][C:6]([C:9]2[CH:10]=[C:11]3[C:16](=[CH:17][CH:18]=2)[N:15]=[CH:14][N:13]=[C:12]3[C:19]2[CH:20]=[C:21]([CH:25]=[CH:26][CH:27]=2)[C:22](O)=[O:23])=[CH:5][CH:4]=1.CN(C(ON1N=NC2C=CC=CC1=2)=[N+](C)C)C.F[P-](F)(F)(F)(F)F.CCN(C(C)C)C(C)C.[CH2:61]([N:63]1[CH2:68][CH2:67][NH:66][CH2:65][CH2:64]1)[CH3:62], predict the reaction product. The product is: [CH2:61]([N:63]1[CH2:68][CH2:67][N:66]([C:22]([C:21]2[CH:25]=[CH:26][CH:27]=[C:19]([C:12]3[C:11]4[C:16](=[CH:17][CH:18]=[C:9]([C:6]5[CH:7]=[N:8][C:3]([O:2][CH3:1])=[CH:4][CH:5]=5)[CH:10]=4)[N:15]=[CH:14][N:13]=3)[CH:20]=2)=[O:23])[CH2:65][CH2:64]1)[CH3:62]. (6) Given the reactants [Cl:1][C:2]1[N:7]=[CH:6][C:5]2[C:8](I)=[N:9][N:10]([CH:11]([CH3:13])[CH3:12])[C:4]=2[CH:3]=1.[NH:15]1[CH2:20][CH2:19][NH:18][CH2:17][CH2:16]1.N1CCC[C@H]1C(O)=O.C(=O)([O-])[O-].[K+].[K+], predict the reaction product. The product is: [Cl:1][C:2]1[N:7]=[CH:6][C:5]2[C:8]([N:15]3[CH2:20][CH2:19][NH:18][CH2:17][CH2:16]3)=[N:9][N:10]([CH:11]([CH3:13])[CH3:12])[C:4]=2[CH:3]=1. (7) The product is: [CH3:1][O:2][C:3](=[O:16])[NH:4][C:5]1[S:6][C:7]2[C:13]([I:22])=[CH:12][CH:11]=[C:10]([O:14][CH3:15])[C:8]=2[N:9]=1. Given the reactants [CH3:1][O:2][C:3](=[O:16])[NH:4][C:5]1[S:6][C:7]2[CH:13]=[CH:12][CH:11]=[C:10]([O:14][CH3:15])[C:8]=2[N:9]=1.C([O-])(=O)C.[Na+].[I:22]Cl.O, predict the reaction product. (8) Given the reactants FC(F)(F)C(O)=O.[NH2:8][C@H:9]([C:19]1[C:24]([C:25]2[CH:26]=[CH:27][C:28]([F:34])=[C:29]([CH:33]=2)[C:30]([NH2:32])=[O:31])=[CH:23][CH:22]=[CH:21][N:20]=1)[CH2:10][C:11]1[CH:16]=[C:15]([F:17])[CH:14]=[C:13]([F:18])[CH:12]=1.[F:35][C:36]([F:51])([F:50])[C:37]1[C:45]2[C:40](=[CH:41][CH:42]=[CH:43][CH:44]=2)[N:39]([CH2:46][C:47](O)=[O:48])[N:38]=1, predict the reaction product. The product is: [F:17][C:15]1[CH:16]=[C:11]([CH2:10][C@@H:9]([C:19]2[C:24]([C:25]3[CH:26]=[CH:27][C:28]([F:34])=[C:29]([CH:33]=3)[C:30]([NH2:32])=[O:31])=[CH:23][CH:22]=[CH:21][N:20]=2)[NH:8][C:47](=[O:48])[CH2:46][N:39]2[C:40]3[C:45](=[CH:44][CH:43]=[CH:42][CH:41]=3)[C:37]([C:36]([F:50])([F:35])[F:51])=[N:38]2)[CH:12]=[C:13]([F:18])[CH:14]=1. (9) Given the reactants CCC[NH:4][C@@H:5]1[CH2:14][C:9]2[S:10][C:11]([NH2:13])=[N:12][C:8]=2[CH2:7][CH2:6]1.Cl.C(O)(=O)[C@@H]([C@H](C(O)=O)O)O, predict the reaction product. The product is: [NH2:13][C:11]1[S:10][C:9]2[CH2:14][C@@H:5]([NH2:4])[CH2:6][CH2:7][C:8]=2[N:12]=1.